From a dataset of Full USPTO retrosynthesis dataset with 1.9M reactions from patents (1976-2016). Predict the reactants needed to synthesize the given product. Given the product [CH3:12][O:9][C:6]1([O:14][CH3:15])[CH2:7][CH2:8][O:3][CH2:4][CH:5]1[OH:1], predict the reactants needed to synthesize it. The reactants are: [OH-:1].[K+].[O:3]1[CH2:8][CH2:7][C:6](=[O:9])[CH2:5][CH2:4]1.[OH-].[K+].[CH3:12]O.[O:14]1C=CC=C[C:15]1=O.II.